Dataset: Catalyst prediction with 721,799 reactions and 888 catalyst types from USPTO. Task: Predict which catalyst facilitates the given reaction. Reactant: [Cl:1][C:2]1[CH:3]=[C:4]2[C:9](=[CH:10][CH:11]=1)[C:8]([C:13]#[N:14])([CH3:12])[C:7](=[O:15])[C:6]([C:16]([NH:18][CH2:19][C:20]([O:22]C(C)(C)C)=[O:21])=[O:17])=[C:5]2[OH:27]. The catalyst class is: 67. Product: [Cl:1][C:2]1[CH:3]=[C:4]2[C:9](=[CH:10][CH:11]=1)[C:8]([C:13]#[N:14])([CH3:12])[C:7](=[O:15])[C:6]([C:16]([NH:18][CH2:19][C:20]([OH:22])=[O:21])=[O:17])=[C:5]2[OH:27].